This data is from Catalyst prediction with 721,799 reactions and 888 catalyst types from USPTO. The task is: Predict which catalyst facilitates the given reaction. Reactant: [CH3:1][C:2]1[CH:3]=[CH:4][C:5]([C:21]([NH:23][C:24]2[CH:25]=[C:26]([C:36]([F:39])([F:38])[F:37])[CH:27]=[C:28]([N:30]3[CH:34]=[N:33][C:32]([CH3:35])=[CH:31]3)[CH:29]=2)=[O:22])=[CH:6][C:7]=1[NH:8][C:9]1[N:10]=[CH:11][CH:12]=[C:13]([C:15]2[CH:16]=[CH:17][CH:18]=[N:19][CH:20]=2)[N:14]=1.[Cl:40][C:41]1[CH:51]=[CH:50][CH:49]=[CH:48][C:42]=1[CH:43]([OH:47])[C:44]([OH:46])=[O:45]. Product: [CH3:1][C:2]1[CH:3]=[CH:4][C:5]([C:21]([NH:23][C:24]2[CH:25]=[C:26]([C:36]([F:38])([F:39])[F:37])[CH:27]=[C:28]([N:30]3[CH:34]=[N:33][C:32]([CH3:35])=[CH:31]3)[CH:29]=2)=[O:22])=[CH:6][C:7]=1[NH:8][C:9]1[N:10]=[CH:11][CH:12]=[C:13]([C:15]2[CH:16]=[CH:17][CH:18]=[N:19][CH:20]=2)[N:14]=1.[Cl:40][C:41]1[CH:51]=[CH:50][CH:49]=[CH:48][C:42]=1[CH:43]([OH:47])[C:44]([O-:46])=[O:45]. The catalyst class is: 282.